The task is: Predict the reaction yield, written as a fraction of the theoretical maximum amount of product (1.0 means a 100% yield; for example, 0.34 means a 34% yield).. This data is from Reaction yield outcomes from USPTO patents with 853,638 reactions. (1) The reactants are C([O:3][C:4](=[O:29])[C:5]([CH3:28])([CH3:27])[CH2:6][CH2:7][CH2:8][CH2:9][CH:10]([C:20]1[CH:25]=[CH:24][CH:23]=[CH:22][C:21]=1[Cl:26])[N:11]1[CH2:16][CH2:15][C:14]2[NH:17][CH:18]=[CH:19][C:13]=2[CH2:12]1)C.C(O)C.[OH-].[Na+]. The catalyst is O. The product is [Cl:26][C:21]1[CH:22]=[CH:23][CH:24]=[CH:25][C:20]=1[CH:10]([N:11]1[CH2:16][CH2:15][C:14]2[NH:17][CH:18]=[CH:19][C:13]=2[CH2:12]1)[CH2:9][CH2:8][CH2:7][CH2:6][C:5]([CH3:28])([CH3:27])[C:4]([OH:29])=[O:3]. The yield is 0.579. (2) The reactants are [CH3:1][C:2]([NH:4][C:5]1[CH:10]=[CH:9][C:8]([NH2:11])=[CH:7][CH:6]=1)=[O:3].[NH2:12][C:13]1[N:18]=[C:17]([Cl:19])[CH:16]=[C:15]([CH3:20])[N:14]=1. The catalyst is C(O)C.Cl. The product is [ClH:19].[NH2:12][C:13]1[N:18]=[C:17]([NH:11][C:8]2[CH:9]=[CH:10][C:5]([NH:4][C:2](=[O:3])[CH3:1])=[CH:6][CH:7]=2)[CH:16]=[C:15]([CH3:20])[N:14]=1. The yield is 0.920. (3) The reactants are [C:1]1([S:7]([CH2:9][C:10]([O:12][CH3:13])=[O:11])=[O:8])[CH:6]=[CH:5][CH:4]=[CH:3][CH:2]=1.[CH3:14][O:15][CH:16]([O:19][CH3:20])[CH:17]=O.N1CCCCC1. The catalyst is C(#N)C. The product is [CH3:14][O:15][CH:16]([O:19][CH3:20])/[CH:17]=[C:9](/[S:7]([C:1]1[CH:2]=[CH:3][CH:4]=[CH:5][CH:6]=1)=[O:8])\[C:10]([O:12][CH3:13])=[O:11]. The yield is 0.990. (4) The reactants are [CH3:1][O:2][C:3]([C:5]1[CH:6]=[C:7]([CH2:11][C:12]([OH:14])=O)[CH:8]=[CH:9][CH:10]=1)=[O:4].N1C=CC=CC=1.C(Cl)(=O)C([Cl:24])=O. The catalyst is C(Cl)Cl. The product is [Cl:24][C:12](=[O:14])[CH2:11][C:7]1[CH:6]=[C:5]([CH:10]=[CH:9][CH:8]=1)[C:3]([O:2][CH3:1])=[O:4]. The yield is 0.940. (5) The reactants are [F:1][C:2]1[CH:10]=[CH:9][CH:8]=[C:7]2[C:3]=1[CH2:4][N:5]([N:11]([CH3:45])[C:12](=[O:44])[CH2:13][N:14]([C:31]1[CH:36]=[CH:35][C:34]([C:37]3[N:41]=[C:40]([CH3:42])[O:39][N:38]=3)=[CH:33][C:32]=1[CH3:43])[CH2:15][C:16]([NH:18][CH2:19][CH2:20][N:21](C(OC(C)(C)C)=O)[CH2:22][CH3:23])=[O:17])[CH2:6]2.FC(F)(F)C(O)=O.N.[ClH:54].C(OCC)(=O)C. The catalyst is ClCCl.C(OCC)(=O)C.C(OCC)C. The product is [ClH:54].[ClH:54].[F:1][C:2]1[CH:10]=[CH:9][CH:8]=[C:7]2[C:3]=1[CH2:4][N:5]([N:11]([CH3:45])[C:12](=[O:44])[CH2:13][N:14]([C:31]1[CH:36]=[CH:35][C:34]([C:37]3[N:41]=[C:40]([CH3:42])[O:39][N:38]=3)=[CH:33][C:32]=1[CH3:43])[CH2:15][C:16]([NH:18][CH2:19][CH2:20][NH:21][CH2:22][CH3:23])=[O:17])[CH2:6]2. The yield is 0.910. (6) The reactants are O[CH:2]=[C:3]1[C:11]2[C:6](=[CH:7][C:8]([C:12]([C:14]3[CH:19]=[CH:18][C:17]([NH:20][C:21](=[O:23])[CH3:22])=[CH:16][CH:15]=3)=[O:13])=[CH:9][CH:10]=2)[NH:5][C:4]1=[O:24].[NH2:25][C:26]1[CH:31]=[CH:30][C:29]([N:32]2[CH2:37][CH2:36][O:35][CH2:34][CH2:33]2)=[CH:28][CH:27]=1. The catalyst is O1CCOCC1. The product is [N:32]1([C:29]2[CH:28]=[CH:27][C:26]([NH:25][CH:2]=[C:3]3[C:11]4[C:6](=[CH:7][C:8]([C:12]([C:14]5[CH:19]=[CH:18][C:17]([NH:20][C:21](=[O:23])[CH3:22])=[CH:16][CH:15]=5)=[O:13])=[CH:9][CH:10]=4)[NH:5][C:4]3=[O:24])=[CH:31][CH:30]=2)[CH2:37][CH2:36][O:35][CH2:34][CH2:33]1. The yield is 0.330. (7) The reactants are [Cl:1][C:2]1[CH:27]=[CH:26][C:25](B2OC(C)(C)C(C)(C)O2)=[CH:24][C:3]=1[C:4]([NH:6][C:7]1[N:11]([C:12]2[CH:17]=[CH:16][CH:15]=[CH:14][CH:13]=2)[N:10]=[C:9]([C:18]([NH:20][CH:21]2[CH2:23][CH2:22]2)=[O:19])[CH:8]=1)=[O:5].O1CCOCC1.Br[C:44]1[C:49]([F:50])=[CH:48][CH:47]=[CH:46][N:45]=1.C([O-])([O-])=O.[Na+].[Na+]. The catalyst is O.C1C=CC(P(C2C=CC=CC=2)[C-]2C=CC=C2)=CC=1.C1C=CC(P(C2C=CC=CC=2)[C-]2C=CC=C2)=CC=1.Cl[Pd]Cl.[Fe+2]. The product is [Cl:1][C:2]1[CH:27]=[CH:26][C:25]([C:44]2[C:49]([F:50])=[CH:48][CH:47]=[CH:46][N:45]=2)=[CH:24][C:3]=1[C:4]([NH:6][C:7]1[N:11]([C:12]2[CH:13]=[CH:14][CH:15]=[CH:16][CH:17]=2)[N:10]=[C:9]([C:18]([NH:20][CH:21]2[CH2:23][CH2:22]2)=[O:19])[CH:8]=1)=[O:5]. The yield is 0.190. (8) The reactants are [Cl:1][C:2]1[CH:9]=[C:8]([Cl:10])[CH:7]=[CH:6][C:3]=1[CH2:4][NH2:5].[Cl:11][CH2:12][C:13](Cl)=[O:14].C(N(CC)CC)C.C1C=C2C(C(O)(O)C(=O)C2=CC=1)=O. The catalyst is C1COCC1. The product is [Cl:1][C:2]1[CH:9]=[C:8]([Cl:10])[CH:7]=[CH:6][C:3]=1[CH2:4][NH:5][C:13](=[O:14])[CH2:12][Cl:11]. The yield is 0.880. (9) The reactants are [NH2:1][C:2]1[N:6]([CH3:7])[C:5]([SH:8])=[N:4][C:3]=1[C:9]([NH2:11])=[O:10].Br[C:13]1[C:21]([S:22][CH3:23])=[CH:20][C:16]2[O:17][CH2:18][O:19][C:15]=2[CH:14]=1. The catalyst is CCOCC. The product is [NH2:1][C:2]1[N:6]([CH3:7])[C:5]([S:8][C:13]2[C:21]([S:22][CH3:23])=[CH:20][C:16]3[O:17][CH2:18][O:19][C:15]=3[CH:14]=2)=[N:4][C:3]=1[C:9]([NH2:11])=[O:10]. The yield is 0.510. (10) The reactants are Br[CH2:2][CH:3]=[CH2:4].[CH3:5][O:6][C:7]([C:9]1[C:14]([O:15][CH2:16][C:17]2[CH:22]=[CH:21][CH:20]=[CH:19][CH:18]=2)=[C:13]([OH:23])[C:12]([C:24](=[O:34])[NH:25][CH2:26][C:27]2[CH:32]=[CH:31][C:30]([F:33])=[CH:29][CH:28]=2)=[CH:11][N:10]=1)=[O:8].C(=O)([O-])[O-].[Cs+].[Cs+].[Cl-].[NH4+]. The catalyst is CN(C)C=O. The product is [CH3:5][O:6][C:7]([C:9]1[N:10]([CH2:4][CH:3]=[CH2:2])[CH:11]=[C:12]([C:24](=[O:34])[NH:25][CH2:26][C:27]2[CH:32]=[CH:31][C:30]([F:33])=[CH:29][CH:28]=2)[C:13](=[O:23])[C:14]=1[O:15][CH2:16][C:17]1[CH:18]=[CH:19][CH:20]=[CH:21][CH:22]=1)=[O:8]. The yield is 0.830.